This data is from Reaction yield outcomes from USPTO patents with 853,638 reactions. The task is: Predict the reaction yield, written as a fraction of the theoretical maximum amount of product (1.0 means a 100% yield; for example, 0.34 means a 34% yield). (1) The reactants are [Cl:1][C:2]1[CH:23]=[C:22]([C:24]([F:27])([F:26])[F:25])[CH:21]=[CH:20][C:3]=1[CH2:4][N:5]1[C:9](/[CH:10]=[CH:11]/[C:12](O)=[O:13])=[CH:8][C:7]([O:15][CH2:16][CH:17]2[CH2:19][CH2:18]2)=[N:6]1.[CH2:28]([S:33]([NH2:36])(=[O:35])=[O:34])[CH2:29][CH2:30][CH2:31][CH3:32].N12CCCN=C1CCCCC2.Cl. The catalyst is CN(C)C=O.O. The product is [Cl:1][C:2]1[CH:23]=[C:22]([C:24]([F:27])([F:25])[F:26])[CH:21]=[CH:20][C:3]=1[CH2:4][N:5]1[C:9](/[CH:10]=[CH:11]/[C:12]([NH:36][S:33]([CH2:28][CH2:29][CH2:30][CH2:31][CH3:32])(=[O:35])=[O:34])=[O:13])=[CH:8][C:7]([O:15][CH2:16][CH:17]2[CH2:18][CH2:19]2)=[N:6]1. The yield is 0.650. (2) The reactants are C(=O)([O-])[O-].[K+].[K+].Cl[C:8]1[CH2:12][C:11]([CH3:14])([CH3:13])[O:10][N:9]=1.[CH2:15]([SH:22])[C:16]1[CH:21]=[CH:20][CH:19]=[CH:18][CH:17]=1.O. The catalyst is CN(C)C=O. The product is [CH2:15]([S:22][C:8]1[CH2:12][C:11]([CH3:14])([CH3:13])[O:10][N:9]=1)[C:16]1[CH:21]=[CH:20][CH:19]=[CH:18][CH:17]=1. The yield is 0.620.